Dataset: Full USPTO retrosynthesis dataset with 1.9M reactions from patents (1976-2016). Task: Predict the reactants needed to synthesize the given product. (1) Given the product [Br:1][C:2]1[CH:3]=[CH:4][C:5]([Cl:9])=[C:6]([NH:7][C:19](=[O:22])[CH:20]=[CH2:21])[CH:8]=1, predict the reactants needed to synthesize it. The reactants are: [Br:1][C:2]1[CH:3]=[CH:4][C:5]([Cl:9])=[C:6]([CH:8]=1)[NH2:7].C(N(C(C)C)CC)(C)C.[C:19](Cl)(=[O:22])[CH:20]=[CH2:21]. (2) Given the product [CH3:32][N:31]([S:28]([N:6]([CH2:5][C:4]([OH:34])=[O:3])[CH2:7][C:8]1[CH:9]=[CH:10][C:11]([O:14][CH2:15][CH2:16][C:17]2[N:18]=[C:19]([C:22]3[CH:23]=[CH:24][CH:25]=[CH:26][CH:27]=3)[O:20][CH:21]=2)=[CH:12][CH:13]=1)(=[O:29])=[O:30])[CH3:33], predict the reactants needed to synthesize it. The reactants are: C([O:3][C:4](=[O:34])[CH2:5][N:6]([S:28]([N:31]([CH3:33])[CH3:32])(=[O:30])=[O:29])[CH2:7][C:8]1[CH:13]=[CH:12][C:11]([O:14][CH2:15][CH2:16][C:17]2[N:18]=[C:19]([C:22]3[CH:27]=[CH:26][CH:25]=[CH:24][CH:23]=3)[O:20][CH:21]=2)=[CH:10][CH:9]=1)C.O.[OH-].[Li+]. (3) Given the product [N+:1]([CH:4]=[C:5]1[CH2:6][O:7][CH2:8][CH2:9][O:10][CH2:11]1)([O-:3])=[O:2], predict the reactants needed to synthesize it. The reactants are: [N+:1]([CH2:4][C:5]1(O)[CH2:11][O:10][CH2:9][CH2:8][O:7][CH2:6]1)([O-:3])=[O:2].C(N(CC)CC)C.CS(Cl)(=O)=O. (4) Given the product [C:25]([O:31][CH2:32][N:22]1[N:23]=[N:24][C:20]([C:18]2[CH:17]=[CH:16][N:15]=[C:14]([C:12]3[N:11]=[CH:10][N:9]([CH2:8][C:3]4[CH:4]=[CH:5][CH:6]=[CH:7][C:2]=4[Cl:1])[CH:13]=3)[CH:19]=2)=[N:21]1)(=[O:30])[C:26]([CH3:29])([CH3:28])[CH3:27], predict the reactants needed to synthesize it. The reactants are: [Cl:1][C:2]1[CH:7]=[CH:6][CH:5]=[CH:4][C:3]=1[CH2:8][N:9]1[CH:13]=[C:12]([C:14]2[CH:19]=[C:18]([C:20]3[N:21]=[N:22][NH:23][N:24]=3)[CH:17]=[CH:16][N:15]=2)[N:11]=[CH:10]1.[C:25]([O:31][CH2:32]CCl)(=[O:30])[C:26]([CH3:29])([CH3:28])[CH3:27].C(=O)([O-])[O-].[K+].[K+]. (5) The reactants are: [C:1]1([C:21]2[CH:26]=[CH:25][CH:24]=[CH:23][CH:22]=2)[CH:6]=[CH:5][C:4]([C:7]2[C:19]([F:20])=[CH:18][C:10]3[NH:11][C:12](S(C)(=O)=O)=[N:13][C:9]=3[CH:8]=2)=[CH:3][CH:2]=1.[CH3:27][O:28][C:29](=[O:38])[C:30]1[CH:35]=[C:34]([OH:36])[CH:33]=[CH:32][C:31]=1[CH3:37]. Given the product [CH3:27][O:28][C:29](=[O:38])[C:30]1[CH:35]=[C:34]([O:36][C:12]2[NH:11][C:10]3[CH:18]=[C:19]([F:20])[C:7]([C:4]4[CH:5]=[CH:6][C:1]([C:21]5[CH:26]=[CH:25][CH:24]=[CH:23][CH:22]=5)=[CH:2][CH:3]=4)=[CH:8][C:9]=3[N:13]=2)[CH:33]=[CH:32][C:31]=1[CH3:37], predict the reactants needed to synthesize it.